This data is from Forward reaction prediction with 1.9M reactions from USPTO patents (1976-2016). The task is: Predict the product of the given reaction. (1) Given the reactants C([O:3][C:4](=O)[CH2:5][N:6]1[CH:11]=[CH:10][CH:9]=[CH:8][C:7]1=[O:12])C.O.[NH2:15][NH2:16], predict the reaction product. The product is: [O:12]=[C:7]1[CH:8]=[CH:9][CH:10]=[CH:11][N:6]1[CH2:5][C:4]([NH:15][NH2:16])=[O:3]. (2) Given the reactants F[C:2]1[CH:3]=[CH:4][C:5]([N+:14]([O-:16])=[O:15])=[C:6]([N:8]([CH3:13])[S:9]([CH3:12])(=[O:11])=[O:10])[CH:7]=1.[N:17]1([C:24]([O:26][C:27]([CH3:30])([CH3:29])[CH3:28])=[O:25])[CH2:23][CH2:22][CH2:21][NH:20][CH2:19][CH2:18]1.C(=O)([O-])[O-].[K+].[K+].O, predict the reaction product. The product is: [C:27]([O:26][C:24]([N:17]1[CH2:23][CH2:22][CH2:21][N:20]([C:2]2[CH:3]=[CH:4][C:5]([N+:14]([O-:16])=[O:15])=[C:6]([N:8]([CH3:13])[S:9]([CH3:12])(=[O:11])=[O:10])[CH:7]=2)[CH2:19][CH2:18]1)=[O:25])([CH3:30])([CH3:28])[CH3:29]. (3) Given the reactants [Cl:1][C:2]1[CH:18]=[CH:17][C:5]2[C:6](=[O:16])[C:7]3[CH:14]=[CH:13][C:12]([OH:15])=[CH:11][C:8]=3[CH2:9][CH2:10][C:4]=2[CH:3]=1.[CH3:19][C:20]1([CH3:37])[O:24][C@@H:23]([CH2:25]OS(C2C=CC(C)=CC=2)(=O)=O)[CH2:22][O:21]1.C([O-])([O-])=O.[K+].[K+], predict the reaction product. The product is: [Cl:1][C:2]1[CH:18]=[CH:17][C:5]2[C:6](=[O:16])[C:7]3[CH:14]=[CH:13][C:12]([O:15][CH2:25][C@H:23]4[CH2:22][O:21][C:20]([CH3:37])([CH3:19])[O:24]4)=[CH:11][C:8]=3[CH2:9][CH2:10][C:4]=2[CH:3]=1. (4) Given the reactants [F:1][C:2]([F:18])([F:17])[C:3]1[CH:8]=[CH:7][CH:6]=[CH:5][C:4]=1[N:9]1[CH:13]=[C:12]([C:14]([NH2:16])=O)[N:11]=[CH:10]1.COC1C=CC(P2(SP(C3C=CC(OC)=CC=3)(=S)S2)=[S:28])=CC=1, predict the reaction product. The product is: [F:1][C:2]([F:18])([F:17])[C:3]1[CH:8]=[CH:7][CH:6]=[CH:5][C:4]=1[N:9]1[CH:13]=[C:12]([C:14](=[S:28])[NH2:16])[N:11]=[CH:10]1.